Task: Predict the product of the given reaction.. Dataset: Forward reaction prediction with 1.9M reactions from USPTO patents (1976-2016) (1) Given the reactants [N:1]1[CH:6]=[CH:5][CH:4]=[CH:3][C:2]=1[C:7]1[CH:26]=[CH:25][C:10]([C:11]([NH:13][CH2:14][CH2:15][CH2:16][C:17]2[CH:24]=[CH:23][C:20]([CH2:21]Cl)=[CH:19][CH:18]=2)=[O:12])=[CH:9][CH:8]=1.[H-].[Na+].[C:29]1([CH2:35][CH2:36][CH2:37][CH:38]([C:49]([O-:51])=[O:50])[C:39]([O:41][CH2:42][C:43]2[CH:48]=[CH:47][CH:46]=[CH:45][CH:44]=2)=[O:40])[CH:34]=[CH:33][CH:32]=[CH:31][CH:30]=1, predict the reaction product. The product is: [C:29]1([CH2:35][CH2:36][CH2:37][C:38]([CH2:21][C:20]2[CH:23]=[CH:24][C:17]([CH2:16][CH2:15][CH2:14][NH:13][C:11](=[O:12])[C:10]3[CH:25]=[CH:26][C:7]([C:2]4[CH:3]=[CH:4][CH:5]=[CH:6][N:1]=4)=[CH:8][CH:9]=3)=[CH:18][CH:19]=2)([C:49]([O:51][CH2:2][C:7]2[CH:26]=[CH:25][CH:10]=[CH:9][CH:8]=2)=[O:50])[C:39]([O:41][CH2:42][C:43]2[CH:44]=[CH:45][CH:46]=[CH:47][CH:48]=2)=[O:40])[CH:34]=[CH:33][CH:32]=[CH:31][CH:30]=1. (2) Given the reactants [CH3:1]C(C)([O-])C.[K+].C(NC(C)C)(C)C.[Li]CCCC.[CH:19]1([C:23]2[CH:28]=[CH:27][C:26]([O:29][CH3:30])=[CH:25][N:24]=2)[CH2:22][CH2:21][CH2:20]1.CI, predict the reaction product. The product is: [CH3:30][O:29][C:26]1[CH:27]=[CH:28][C:23]([C:19]2([CH3:1])[CH2:20][CH2:21][CH2:22]2)=[N:24][CH:25]=1. (3) Given the reactants [Cl:1][C:2]1[C:18]([F:19])=[CH:17][C:5]([C:6]([NH:8][C:9]2[CH:13]=[CH:12][S:11][C:10]=2[C:14](O)=O)=O)=[C:4]([F:20])[CH:3]=1.S(Cl)(Cl)=O.C[N:26](C=O)C, predict the reaction product. The product is: [Cl:1][C:2]1[C:18]([F:19])=[CH:17][C:5]([C:6]2[N:26]=[CH:14][C:10]3[S:11][CH:12]=[CH:13][C:9]=3[N:8]=2)=[C:4]([F:20])[CH:3]=1. (4) Given the reactants C(=O)([O-])[O-].[K+].[K+].Cl[C:8]1[CH:13]=[CH:12][C:11]([N+:14]([O-:16])=[O:15])=[CH:10][N:9]=1.[C:17]([O:21][C:22]([N:24]1[CH2:29][CH2:28][NH:27][CH2:26][CH2:25]1)=[O:23])([CH3:20])([CH3:19])[CH3:18], predict the reaction product. The product is: [C:17]([O:21][C:22]([N:24]1[CH2:29][CH2:28][N:27]([C:8]2[CH:13]=[CH:12][C:11]([N+:14]([O-:16])=[O:15])=[CH:10][N:9]=2)[CH2:26][CH2:25]1)=[O:23])([CH3:20])([CH3:18])[CH3:19]. (5) The product is: [F:20][C:17]1[CH:16]=[CH:15][C:14]([CH2:13][N:10]([O:11][CH3:12])[C:8](=[O:9])[CH:7]=[C:5]([OH:6])[C:4](=[O:21])[NH:32][S:29]([C:26]2[CH:27]=[CH:28][C:23]([CH3:33])=[CH:24][CH:25]=2)(=[O:30])=[O:31])=[CH:19][CH:18]=1. Given the reactants CC1(C)[O:6][C:5](=[CH:7][C:8]([N:10]([CH2:13][C:14]2[CH:19]=[CH:18][C:17]([F:20])=[CH:16][CH:15]=2)[O:11][CH3:12])=[O:9])[C:4](=[O:21])O1.[C:23]1([CH3:33])[CH:28]=[CH:27][C:26]([S:29]([NH2:32])(=[O:31])=[O:30])=[CH:25][CH:24]=1.[H-].[Na+], predict the reaction product. (6) Given the reactants [Cl-].[Al+3].[Cl-].[Cl-].[N-:5]=[N+:6]=[N-:7].[Na+].[CH3:9][O:10][C:11](=[O:23])[C:12]1[C:17]([N:18]=[C:19]=[O:20])=[CH:16][CH:15]=[C:14]([F:21])[C:13]=1[CH3:22].N([O-])=O.[Na+].Cl, predict the reaction product. The product is: [CH3:9][O:10][C:11](=[O:23])[C:12]1[C:17]([N:18]2[C:19](=[O:20])[NH:7][N:6]=[N:5]2)=[CH:16][CH:15]=[C:14]([F:21])[C:13]=1[CH3:22].